From a dataset of Full USPTO retrosynthesis dataset with 1.9M reactions from patents (1976-2016). Predict the reactants needed to synthesize the given product. (1) Given the product [F:1][C:2]1[CH:3]=[C:4]([N:24]2[CH2:29][CH2:28][CH:27]([N:31]3[CH:35]=[N:34][N:33]=[N:32]3)[CH2:26][CH2:25]2)[CH:5]=[CH:6][C:7]=1[CH2:8][N:9]1[C@@H:14]([CH3:15])[CH2:13][CH2:12][CH:11]([C:16]2[CH:21]=[CH:20][CH:19]=[CH:18][CH:17]=2)[S:10]1(=[O:23])=[O:22], predict the reactants needed to synthesize it. The reactants are: [F:1][C:2]1[CH:3]=[C:4]([N:24]2[CH2:29][CH2:28][CH:27](O)[CH2:26][CH2:25]2)[CH:5]=[CH:6][C:7]=1[CH2:8][N:9]1[C@@H:14]([CH3:15])[CH2:13][CH2:12][CH:11]([C:16]2[CH:21]=[CH:20][CH:19]=[CH:18][CH:17]=2)[S:10]1(=[O:23])=[O:22].[NH:31]1[CH:35]=[N:34][N:33]=[N:32]1.C1(P(C2C=CC=CC=2)C2C=CC=CC=2)C=CC=CC=1.N(C(OC(C)C)=O)=NC(OC(C)C)=O. (2) Given the product [F:10][C:11]([F:41])([F:42])[C:12]([C:37]([F:38])([F:39])[F:40])([OH:36])/[CH:13]=[CH:14]/[CH2:15][C@:16]([C@@H:25]1[C@:33]2([CH3:34])[C@H:28]([C@@H:29]([OH:35])[CH2:30][CH2:31][CH2:32]2)[CH2:27][CH2:26]1)([CH3:24])[CH2:17][CH2:18][CH2:19][C:20]([CH3:23])([OH:22])[CH3:21], predict the reactants needed to synthesize it. The reactants are: [H-].[Al+3].[Li+].[H-].[H-].[H-].C[O-].[Na+].[F:10][C:11]([F:42])([F:41])[C:12]([C:37]([F:40])([F:39])[F:38])([OH:36])[C:13]#[C:14][CH2:15][C@:16]([C@@H:25]1[C@:33]2([CH3:34])[C@H:28]([C@@H:29]([OH:35])[CH2:30][CH2:31][CH2:32]2)[CH2:27][CH2:26]1)([CH3:24])[CH2:17][CH2:18][CH2:19][C:20]([CH3:23])([OH:22])[CH3:21].[OH-].[Na+].[O-]S([O-])(=O)=O.[Mg+2]. (3) Given the product [F:7][C:8]([F:30])([F:31])[C:9]1[CH:10]=[CH:11][C:12]([C:15]([C:20]2[CH:25]=[CH:24][C:23]([C:26]([F:29])([F:28])[F:27])=[CH:22][CH:21]=2)=[C:16]([CH3:19])/[CH:34]=[CH:35]/[C:36]([O:4][CH2:2][CH3:5])=[O:37])=[CH:13][CH:14]=1, predict the reactants needed to synthesize it. The reactants are: C[C:2]([CH3:5])([O-:4])C.[K+].[F:7][C:8]([F:31])([F:30])[C:9]1[CH:14]=[CH:13][C:12]([C:15]([C:20]2[CH:25]=[CH:24][C:23]([C:26]([F:29])([F:28])[F:27])=[CH:22][CH:21]=2)=[C:16]([CH3:19])C=O)=[CH:11][CH:10]=1.[Cl-].[NH4+].[CH2:34]1C[O:37][CH2:36][CH2:35]1. (4) Given the product [Br:1][C:2]1[C:3]([CH3:8])=[N+:4]([O-:17])[CH:5]=[CH:6][CH:7]=1, predict the reactants needed to synthesize it. The reactants are: [Br:1][C:2]1[C:3]([CH3:8])=[N:4][CH:5]=[CH:6][CH:7]=1.ClC1C=CC=C(C(OO)=[O:17])C=1. (5) The reactants are: [Br:1][C:2]1[CH:3]=[C:4]([F:17])[CH:5]=[C:6]2[C:11]=1[N:10]=[C:9]([C:12](OCC)=[O:13])[CH:8]=[CH:7]2.CC(C[AlH]CC(C)C)C. Given the product [Br:1][C:2]1[CH:3]=[C:4]([F:17])[CH:5]=[C:6]2[C:11]=1[N:10]=[C:9]([CH2:12][OH:13])[CH:8]=[CH:7]2, predict the reactants needed to synthesize it. (6) Given the product [ClH:35].[NH2:24][CH:20]1[CH2:21][CH2:22][CH2:23][N:18]([C:16]2[N:17]=[C:12]([NH:11][C:5]3[CH:6]=[CH:7][C:8]([O:9][CH3:10])=[C:3]([O:2][CH3:1])[CH:4]=3)[C:13]3[N:34]=[CH:33][S:32][C:14]=3[N:15]=2)[CH2:19]1, predict the reactants needed to synthesize it. The reactants are: [CH3:1][O:2][C:3]1[CH:4]=[C:5]([NH:11][C:12]2[C:13]3[N:34]=[CH:33][S:32][C:14]=3[N:15]=[C:16]([N:18]3[CH2:23][CH2:22][CH2:21][CH:20]([NH:24]C(=O)OC(C)(C)C)[CH2:19]3)[N:17]=2)[CH:6]=[CH:7][C:8]=1[O:9][CH3:10].[ClH:35].